The task is: Predict the product of the given reaction.. This data is from Forward reaction prediction with 1.9M reactions from USPTO patents (1976-2016). (1) Given the reactants CC[O-].[Na+].Cl.[C:6]([NH2:9])(=[NH:8])[CH3:7].[CH2:10]([O:12][C:13](=[O:27])[C:14]([C:19](=O)[C:20]1[CH:25]=[CH:24][CH:23]=[CH:22][CH:21]=1)=[CH:15]N(C)C)[CH3:11], predict the reaction product. The product is: [CH2:10]([O:12][C:13]([C:14]1[C:19]([C:20]2[CH:21]=[CH:22][CH:23]=[CH:24][CH:25]=2)=[N:8][C:6]([CH3:7])=[N:9][CH:15]=1)=[O:27])[CH3:11]. (2) The product is: [ClH:1].[ClH:1].[C:15]([S:16][C:8]([C:5]1[S:4][C:3]([C:11]([S:16][C:15](=[NH:14])[NH2:17])=[O:12])=[C:2]([Cl:1])[C:6]=1[Cl:7])=[O:9])(=[NH:17])[NH2:14]. Given the reactants [Cl:1][C:2]1[C:6]([Cl:7])=[C:5]([C:8](Cl)=[O:9])[S:4][C:3]=1[C:11](Cl)=[O:12].[NH2:14][C:15]([NH2:17])=[S:16], predict the reaction product. (3) Given the reactants [Li+].[OH-].[CH3:3][N:4]1[CH2:9][CH2:8][N:7]([C:10]([C:12]2[CH:13]=[CH:14][C:15]([O:22][CH2:23][C:24]3[CH:29]=[CH:28][CH:27]=[CH:26][CH:25]=3)=[C:16]([CH:21]=2)[C:17]([O:19]C)=[O:18])=[O:11])[CH2:6][CH2:5]1.Cl, predict the reaction product. The product is: [CH3:3][N:4]1[CH2:5][CH2:6][N:7]([C:10]([C:12]2[CH:13]=[CH:14][C:15]([O:22][CH2:23][C:24]3[CH:29]=[CH:28][CH:27]=[CH:26][CH:25]=3)=[C:16]([CH:21]=2)[C:17]([OH:19])=[O:18])=[O:11])[CH2:8][CH2:9]1.